Predict which catalyst facilitates the given reaction. From a dataset of Catalyst prediction with 721,799 reactions and 888 catalyst types from USPTO. (1) Reactant: [CH2:1]([O:9][CH2:10][C:11]1[CH:18]=[CH:17][C:14]([CH2:15][OH:16])=[CH:13][CH:12]=1)[CH2:2][CH2:3][CH2:4][CH2:5][CH2:6][CH2:7][CH3:8].C[N+]1([O-])CCOCC1. Product: [CH2:1]([O:9][CH2:10][C:11]1[CH:12]=[CH:13][C:14]([CH:15]=[O:16])=[CH:17][CH:18]=1)[CH2:2][CH2:3][CH2:4][CH2:5][CH2:6][CH2:7][CH3:8]. The catalyst class is: 678. (2) Reactant: C(OC(=O)[NH:7][C@H:8]1[CH2:12][CH2:11][N:10]([CH2:13][CH:14]([C:21]2[CH:26]=[CH:25][CH:24]=[CH:23][CH:22]=2)[C:15]2[CH:20]=[CH:19][CH:18]=[CH:17][CH:16]=2)[CH2:9]1)(C)(C)C.C(O)(C(F)(F)F)=O. Product: [C:21]1([CH:14]([C:15]2[CH:16]=[CH:17][CH:18]=[CH:19][CH:20]=2)[CH2:13][N:10]2[CH2:11][CH2:12][C@H:8]([NH2:7])[CH2:9]2)[CH:22]=[CH:23][CH:24]=[CH:25][CH:26]=1. The catalyst class is: 22. (3) Reactant: [Cl:1][C:2]1[CH:7]=[CH:6][CH:5]=[C:4]([Cl:8])[C:3]=1[C:9]1[C:13]([CH2:14][O:15][C:16]2[CH:17]=[C:18]3[C:23](=[CH:24][CH:25]=2)[CH:22]=[C:21]([C:26]2[N:31]=[CH:30][C:29]([C:32]([O:34]C)=[O:33])=[CH:28][CH:27]=2)[CH:20]=[CH:19]3)=[C:12]([CH:36]([CH3:38])[CH3:37])[O:11][N:10]=1.[OH-].[Na+].CO. Product: [Cl:8][C:4]1[CH:5]=[CH:6][CH:7]=[C:2]([Cl:1])[C:3]=1[C:9]1[C:13]([CH2:14][O:15][C:16]2[CH:17]=[C:18]3[C:23](=[CH:24][CH:25]=2)[CH:22]=[C:21]([C:26]2[N:31]=[CH:30][C:29]([C:32]([OH:34])=[O:33])=[CH:28][CH:27]=2)[CH:20]=[CH:19]3)=[C:12]([CH:36]([CH3:38])[CH3:37])[O:11][N:10]=1. The catalyst class is: 7. (4) The catalyst class is: 14. Product: [F:1][C:2]1[CH:3]=[C:4]([C@@:9]2([OH:24])[CH2:14][CH2:13][N:12]([C:15]([O:17][C:18]([CH3:21])([CH3:20])[CH3:19])=[O:16])[CH2:11][C@@H:10]2[CH:22]=[N:32][OH:33])[CH:5]=[CH:6][C:7]=1[F:8]. Reactant: [F:1][C:2]1[CH:3]=[C:4]([C@@:9]2([OH:24])[CH2:14][CH2:13][N:12]([C:15]([O:17][C:18]([CH3:21])([CH3:20])[CH3:19])=[O:16])[CH2:11][C@@H:10]2[CH:22]=O)[CH:5]=[CH:6][C:7]=1[F:8].C(=O)([O-])[O-].[Na+].[Na+].Cl.[NH2:32][OH:33]. (5) Reactant: [NH2:1][C:2]1[CH:19]=[CH:18][C:5]2[S:6][C:7]([NH:12][C:13]([CH:15]3[CH2:17][CH2:16]3)=[O:14])=[C:8]([C:9]([NH2:11])=[O:10])[C:4]=2[CH:3]=1.ClC(Cl)C.[Br:24][C:25]1[CH:30]=[CH:29][C:28]([N:31]=[C:32]=[O:33])=[CH:27][CH:26]=1.CCOC(C)=O.CCCCCC. Product: [Br:24][C:25]1[CH:30]=[CH:29][C:28]([NH:31][C:32](=[O:33])[NH:1][C:2]2[CH:19]=[CH:18][C:5]3[S:6][C:7]([NH:12][C:13]([CH:15]4[CH2:17][CH2:16]4)=[O:14])=[C:8]([C:9]([NH2:11])=[O:10])[C:4]=3[CH:3]=2)=[CH:27][CH:26]=1. The catalyst class is: 81. (6) Reactant: [CH3:1][O:2][C:3]1[CH:10]=[CH:9][C:6]([CH:7]=O)=[CH:5][C:4]=1[CH3:11].[CH3:12]/[C:13](/[C:16]([CH3:18])=O)=[N:14]\O.[CH3:19][NH2:20]. Product: [CH3:1][O:2][C:3]1[CH:10]=[CH:9][C:6]([C:7]2[N:20]([CH3:19])[C:16]([CH3:18])=[C:13]([CH3:12])[N:14]=2)=[CH:5][C:4]=1[CH3:11]. The catalyst class is: 763. (7) Reactant: [F:1][C:2]1[C:7]([F:8])=[CH:6][CH:5]=[CH:4][C:3]=1[C:9]1[N:14]=[CH:13][N:12]=[C:11]([N:15]2[CH2:20][CH2:19][N:18](C(OC(C)(C)C)=O)[CH2:17][CH2:16]2)[CH:10]=1.C(OCC)(=O)C.Cl. Product: [F:1][C:2]1[C:7]([F:8])=[CH:6][CH:5]=[CH:4][C:3]=1[C:9]1[CH:10]=[C:11]([N:15]2[CH2:20][CH2:19][NH:18][CH2:17][CH2:16]2)[N:12]=[CH:13][N:14]=1. The catalyst class is: 13. (8) Product: [CH2:1]([O:8][C:9]1[CH:10]=[CH:11][C:12]([C:15]2([OH:25])[CH2:16][CH2:17][C:18](=[O:19])[CH2:23][CH2:24]2)=[N:13][CH:14]=1)[C:2]1[CH:3]=[CH:4][CH:5]=[CH:6][CH:7]=1. The catalyst class is: 1. Reactant: [CH2:1]([O:8][C:9]1[CH:10]=[CH:11][C:12]([C:15]2([OH:25])[CH2:24][CH2:23][C:18]3(OCC[O:19]3)[CH2:17][CH2:16]2)=[N:13][CH:14]=1)[C:2]1[CH:7]=[CH:6][CH:5]=[CH:4][CH:3]=1.Cl.